This data is from Full USPTO retrosynthesis dataset with 1.9M reactions from patents (1976-2016). The task is: Predict the reactants needed to synthesize the given product. (1) Given the product [Cl:1][C:2]1[CH:18]=[CH:17][CH:16]=[CH:15][C:3]=1[C:4]1[C:6]([C:7]([O:9][CH3:10])=[O:8])=[CH:11][NH:12][N:20]=1, predict the reactants needed to synthesize it. The reactants are: [Cl:1][C:2]1[CH:18]=[CH:17][CH:16]=[CH:15][C:3]=1[C:4]([C:6](=[CH:11][N:12](C)C)[C:7]([O:9][CH3:10])=[O:8])=O.O.[NH2:20]N. (2) Given the product [CH2:1]([O:3][C:4]([N:6]1[C:15]2[C:10](=[CH:11][C:12]([C:16]([F:17])([F:18])[F:19])=[CH:13][CH:14]=2)[CH:9]([CH:20]([C:24]2[CH:25]=[C:26]([C:34]([F:35])([F:36])[F:37])[CH:27]=[C:28]([C:30]([F:32])([F:31])[F:33])[CH:29]=2)[CH2:21][OH:22])[CH2:8][CH:7]1[CH2:38][CH3:39])=[O:5])[CH3:2], predict the reactants needed to synthesize it. The reactants are: [CH2:1]([O:3][C:4]([N:6]1[C:15]2[C:10](=[CH:11][C:12]([C:16]([F:19])([F:18])[F:17])=[CH:13][CH:14]=2)[CH:9]([CH:20]([C:24]2[CH:29]=[C:28]([C:30]([F:33])([F:32])[F:31])[CH:27]=[C:26]([C:34]([F:37])([F:36])[F:35])[CH:25]=2)[C:21](O)=[O:22])[CH2:8][CH:7]1[CH2:38][CH3:39])=[O:5])[CH3:2].Cl. (3) Given the product [Br:2][C:3]1[N:8]=[C:7]([CH2:9][NH:10][C:21](=[O:22])[CH2:20][C:18]#[N:19])[CH:6]=[CH:5][CH:4]=1, predict the reactants needed to synthesize it. The reactants are: Cl.[Br:2][C:3]1[N:8]=[C:7]([CH2:9][NH2:10])[CH:6]=[CH:5][CH:4]=1.C(N(CC)CC)C.[C:18]([CH2:20][C:21](O)=[O:22])#[N:19].Cl.CN(C)CCCN=C=NCC.O.ON1C2C=CC=CC=2N=N1. (4) Given the product [CH:1]1([CH2:6][C@H:7]([C:22]2[CH:27]=[CH:26][CH:25]=[C:24]([S:28][CH3:29])[CH:23]=2)[C:8]([OH:9])=[O:31])[CH2:2][CH2:3][CH2:4][CH2:5]1, predict the reactants needed to synthesize it. The reactants are: [CH:1]1([CH2:6][C@H:7]([C:22]2[CH:27]=[CH:26][CH:25]=[C:24]([S:28][CH3:29])[CH:23]=2)[C:8](N([C@H](C)[C@H](O)C2C=CC=CC=2)C)=[O:9])[CH2:5][CH2:4][CH2:3][CH2:2]1.S(=O)(=O)(O)[OH:31].C(Cl)Cl.